The task is: Predict which catalyst facilitates the given reaction.. This data is from Catalyst prediction with 721,799 reactions and 888 catalyst types from USPTO. (1) Reactant: C([O-])(=O)CCCCCCC.[Ni+2:11].C([O-])(=O)CCCCCCC.[F:22][Sb-:23]([F:28])([F:27])([F:26])([F:25])[F:24].[H+]. Product: [F:22][Sb-:23]([F:28])([F:27])([F:26])([F:25])[F:24].[F:22][Sb-:23]([F:28])([F:27])([F:26])([F:25])[F:24].[Ni+2:11]. The catalyst class is: 81. (2) The catalyst class is: 705. Product: [F:1][C:2]1[CH:3]=[CH:4][C:5]([C:8]2[CH:28]=[CH:27][C:11]3[N:12]=[C:13]([C:18]4[CH:26]=[CH:25][CH:24]=[C:20]([C:21]5[O:22][N:47]=[C:45]([CH3:46])[N:44]=5)[CH:19]=4)[CH2:14][C:15](=[O:17])[NH:16][C:10]=3[CH:9]=2)=[CH:6][CH:7]=1. Reactant: [F:1][C:2]1[CH:7]=[CH:6][C:5]([C:8]2[CH:28]=[CH:27][C:11]3[N:12]=[C:13]([C:18]4[CH:19]=[C:20]([CH:24]=[CH:25][CH:26]=4)[C:21](O)=[O:22])[CH2:14][C:15](=[O:17])[NH:16][C:10]=3[CH:9]=2)=[CH:4][CH:3]=1.ON1C2C=CC=CC=2N=N1.C(Cl)CCl.O[NH:44][C:45](=[NH:47])[CH3:46].